Dataset: Forward reaction prediction with 1.9M reactions from USPTO patents (1976-2016). Task: Predict the product of the given reaction. (1) Given the reactants [OH:1][N:2]=[C:3](Cl)[C:4]1[O:8][N:7]=[C:6]([C:9]2[CH:14]=[CH:13][CH:12]=[CH:11][CH:10]=2)[C:5]=1[C:15]([F:18])([F:17])[F:16].[CH3:20][C:21]1([CH3:42])[O:25][CH:24]([C:26]2[CH:35]=[C:34]3[C:29]([C:30]([N:36]4[CH2:41][CH2:40][O:39][CH2:38][CH2:37]4)=[CH:31][CH2:32][O:33]3)=[CH:28][CH:27]=2)[CH2:23][O:22]1.C(N(CC)CC)C, predict the reaction product. The product is: [CH3:20][C:21]1([CH3:42])[O:25][CH:24]([C:26]2[CH:27]=[CH:28][C:29]3[C:30]4([N:36]5[CH2:41][CH2:40][O:39][CH2:38][CH2:37]5)[CH:31]([C:3]([C:4]5[O:8][N:7]=[C:6]([C:9]6[CH:14]=[CH:13][CH:12]=[CH:11][CH:10]=6)[C:5]=5[C:15]([F:18])([F:17])[F:16])=[N:2][O:1]4)[CH2:32][O:33][C:34]=3[CH:35]=2)[CH2:23][O:22]1. (2) Given the reactants [Si]([O:8][CH2:9][C@@H:10]([N:19]1[C:24](=[O:25])[CH:23]=[C:22](I)[CH:21]=[N:20]1)[C:11]1[CH:16]=[CH:15][C:14]([Cl:17])=[C:13]([F:18])[CH:12]=1)(C(C)(C)C)(C)C.[CH3:27][S:28][C:29]1[N:34]=[C:33]([Sn](CCCC)(CCCC)CCCC)[CH:32]=[CH:31][N:30]=1, predict the reaction product. The product is: [Cl:17][C:14]1[CH:15]=[CH:16][C:11]([C@H:10]([N:19]2[C:24](=[O:25])[CH:23]=[C:22]([C:31]3[CH:32]=[CH:33][N:34]=[C:29]([S:28][CH3:27])[N:30]=3)[CH:21]=[N:20]2)[CH2:9][OH:8])=[CH:12][C:13]=1[F:18]. (3) The product is: [OH:34][CH2:33][CH2:32][CH2:31][C:26]1[CH:25]=[CH:24][C:23]([NH2:35])=[C:22]2[C:27]=1[C:28]([OH:30])=[CH:29][C:20]([C:18]([OH:19])=[O:17])=[N:21]2. Given the reactants OC1C2C(=C(N)C=CC=2)N=C(C(O)=O)C=1.C[O:17][C:18]([C:20]1[CH:29]=[C:28]([OH:30])[C:27]2[C:22](=[C:23]([NH2:35])[CH:24]=[CH:25][C:26]=2[CH2:31][CH2:32][CH2:33][OH:34])[N:21]=1)=[O:19], predict the reaction product.